This data is from Forward reaction prediction with 1.9M reactions from USPTO patents (1976-2016). The task is: Predict the product of the given reaction. (1) Given the reactants [Cl:1][C:2]1[CH:27]=[CH:26][CH:25]=[CH:24][C:3]=1[C:4]([NH:6][C:7](=[O:23])[NH:8][C:9]1[S:10][C:11]2[CH:17]=[C:16]([S:18]([CH:21]=[CH2:22])(=[O:20])=[O:19])[CH:15]=[CH:14][C:12]=2[N:13]=1)=[O:5].[CH3:28][NH:29][CH3:30], predict the reaction product. The product is: [Cl:1][C:2]1[CH:27]=[CH:26][CH:25]=[CH:24][C:3]=1[C:4]([NH:6][C:7](=[O:23])[NH:8][C:9]1[S:10][C:11]2[CH:17]=[C:16]([S:18]([CH2:21][CH2:22][N:29]([CH3:30])[CH3:28])(=[O:20])=[O:19])[CH:15]=[CH:14][C:12]=2[N:13]=1)=[O:5]. (2) Given the reactants C[Si](C)(C)N[Si](C)(C)C.C([Li])CCC.[F:15][C:16]1[CH:24]=[C:23]([F:25])[C:22]([F:26])=[CH:21][C:17]=1[C:18]([OH:20])=[O:19].CN(C)[CH:29]=[O:30].[Cl-].[NH4+].Cl, predict the reaction product. The product is: [CH:29]([C:24]1[C:16]([F:15])=[C:17]([CH:21]=[C:22]([F:26])[C:23]=1[F:25])[C:18]([OH:20])=[O:19])=[O:30]. (3) Given the reactants [O:1]1[CH2:6][CH2:5][O:4][C:3]2[CH:7]=[CH:8][C:9]([CH2:11][C:12]([O:14][CH2:15][CH3:16])=[O:13])=[CH:10][C:2]1=2.[H-].[Na+].I[CH3:20], predict the reaction product. The product is: [O:1]1[CH2:6][CH2:5][O:4][C:3]2[CH:7]=[CH:8][C:9]([CH:11]([CH3:20])[C:12]([O:14][CH2:15][CH3:16])=[O:13])=[CH:10][C:2]1=2. (4) Given the reactants [S:1]1[CH:5]=[CH:4][N:3]=[C:2]1[NH2:6].Cl[CH:8]([C:14](=O)[CH3:15])[C:9]([O:11][CH2:12][CH3:13])=[O:10], predict the reaction product. The product is: [CH3:15][C:14]1[N:6]=[C:2]2[N:3]([C:8]=1[C:9]([O:11][CH2:12][CH3:13])=[O:10])[CH:4]=[CH:5][S:1]2. (5) The product is: [Cl:1][C:2]1[CH:3]=[C:4]2[C:9](=[CH:10][C:11]=1[NH:26][CH2:22][CH2:23][CH2:24][CH3:25])[O:8][CH:7]([C:13]([F:16])([F:15])[F:14])[C:6]([C:17]([O:19][CH2:20][CH3:21])=[O:18])=[CH:5]2. Given the reactants [Cl:1][C:2]1[CH:3]=[C:4]2[C:9](=[CH:10][C:11]=1F)[O:8][CH:7]([C:13]([F:16])([F:15])[F:14])[C:6]([C:17]([O:19][CH2:20][CH3:21])=[O:18])=[CH:5]2.[CH2:22]([NH2:26])[CH2:23][CH2:24][CH3:25].C([O-])([O-])=O.[K+].[K+], predict the reaction product.